This data is from Full USPTO retrosynthesis dataset with 1.9M reactions from patents (1976-2016). The task is: Predict the reactants needed to synthesize the given product. Given the product [C:53]([C:52]1[CH:51]=[CH:50][C:49]([CH2:48][NH:47][C:21](=[O:22])[CH2:20][CH2:19][CH2:18][O:17][C:5]2[CH:6]=[CH:7][C:8]3[C:9]([C:13]([F:15])([F:16])[F:14])=[N:10][O:11][C:12]=3[C:4]=2[CH2:1][CH2:2][CH3:3])=[CH:58][CH:57]=1)([O:55][CH3:56])=[O:54], predict the reactants needed to synthesize it. The reactants are: [CH2:1]([C:4]1[C:12]2[O:11][N:10]=[C:9]([C:13]([F:16])([F:15])[F:14])[C:8]=2[CH:7]=[CH:6][C:5]=1[O:17][CH2:18][CH2:19][CH2:20][C:21](O)=[O:22])[CH2:2][CH3:3].CCN=C=NCCCN(C)C.Cl.C1C=CC2N(O)N=NC=2C=1.Cl.[NH2:47][CH2:48][C:49]1[CH:58]=[CH:57][C:52]([C:53]([O:55][CH3:56])=[O:54])=[CH:51][CH:50]=1.